The task is: Predict the product of the given reaction.. This data is from Forward reaction prediction with 1.9M reactions from USPTO patents (1976-2016). (1) Given the reactants O.I[C:3]1[C:8]([CH3:9])=[CH:7][N:6]=[C:5]([O:10][CH3:11])[C:4]=1[CH3:12].C(=O)([O-])[O-].[Cs+].[Cs+].[F:19][C:20]1[CH:25]=[C:24](B2OC(C)(C)C(C)(C)O2)[CH:23]=[CH:22][C:21]=1[C:35]1[N:39]([C@H:40]2[CH2:44][CH2:43][O:42][CH2:41]2)[N:38]=[CH:37][C:36]=1[C:45]([O:47][CH2:48][CH3:49])=[O:46], predict the reaction product. The product is: [F:19][C:20]1[CH:25]=[C:24]([C:3]2[C:8]([CH3:9])=[CH:7][N:6]=[C:5]([O:10][CH3:11])[C:4]=2[CH3:12])[CH:23]=[CH:22][C:21]=1[C:35]1[N:39]([C@H:40]2[CH2:44][CH2:43][O:42][CH2:41]2)[N:38]=[CH:37][C:36]=1[C:45]([O:47][CH2:48][CH3:49])=[O:46]. (2) Given the reactants [F:1][C:2]1[CH:3]=[C:4]([NH:10][C:11]2[N:16]=[CH:15][C:14]([C@H:17]([N:19]3[CH2:24][CH2:23][N:22](C(OC(C)(C)C)=O)[CH2:21][C@@H:20]3[CH3:32])[CH3:18])=[CH:13][C:12]=2[C:33]2[N:41]=[C:40]([CH3:42])[N:39]=[C:38]3[C:34]=2[N:35]=[CH:36][N:37]3C2CCCCO2)[CH:5]=[N:6][C:7]=1[O:8][CH3:9].FC(F)(F)C(O)=O.F[C:57](F)(F)[S:58](O)(=[O:60])=[O:59].CS(Cl)(=O)=O, predict the reaction product. The product is: [F:1][C:2]1[CH:3]=[C:4]([NH:10][C:11]2[C:12]([C:33]3[N:41]=[C:40]([CH3:42])[N:39]=[C:38]4[C:34]=3[N:35]=[CH:36][NH:37]4)=[CH:13][C:14]([C@H:17]([N:19]3[CH2:24][CH2:23][N:22]([S:58]([CH3:57])(=[O:60])=[O:59])[CH2:21][C@@H:20]3[CH3:32])[CH3:18])=[CH:15][N:16]=2)[CH:5]=[N:6][C:7]=1[O:8][CH3:9]. (3) Given the reactants CS(C)=O.[Br:5][C:6]1[CH:7]=[CH:8][C:9]([F:13])=[C:10]([SH:12])[CH:11]=1.CS(O[CH:19]1[CH2:24][CH2:23][CH2:22][C:21]([CH3:26])([CH3:25])[CH2:20]1)(=O)=O.C(=O)([O-])[O-].[Cs+].[Cs+], predict the reaction product. The product is: [Br:5][C:6]1[CH:7]=[CH:8][C:9]([F:13])=[C:10]([S:12][CH:19]2[CH2:24][CH2:23][CH2:22][C:21]([CH3:26])([CH3:25])[CH2:20]2)[CH:11]=1. (4) The product is: [F:27][C:26]([F:28])([F:29])[C:25]([C:22]1[CH:23]=[CH:24][C:19]([CH2:18][N:7]2[CH2:6][CH2:5][N:4]([C:8]([O:10][C:11]([CH3:14])([CH3:13])[CH3:12])=[O:9])[CH2:3][C:2]2=[O:1])=[CH:20][CH:21]=1)([OH:34])[C:30]([F:31])([F:33])[F:32]. Given the reactants [O:1]=[C:2]1[NH:7][CH2:6][CH2:5][N:4]([C:8]([O:10][C:11]([CH3:14])([CH3:13])[CH3:12])=[O:9])[CH2:3]1.[H-].[Na+].Br[CH2:18][C:19]1[CH:24]=[CH:23][C:22]([C:25]([OH:34])([C:30]([F:33])([F:32])[F:31])[C:26]([F:29])([F:28])[F:27])=[CH:21][CH:20]=1, predict the reaction product. (5) Given the reactants Cl[C:2]1[CH:7]=[C:6]([C:8]2[CH:13]=[C:12]([Cl:14])[CH:11]=[CH:10][C:9]=2[CH3:15])[N:5]=[C:4]([NH2:16])[N:3]=1.[NH:17]1[C:25]2[C:20](=[CH:21][CH:22]=[C:23]([NH2:26])[CH:24]=2)[CH:19]=[N:18]1, predict the reaction product. The product is: [Cl:14][C:12]1[CH:11]=[CH:10][C:9]([CH3:15])=[C:8]([C:6]2[N:5]=[C:4]([NH2:16])[N:3]=[C:2]([NH:26][C:23]3[CH:24]=[C:25]4[C:20]([CH:19]=[N:18][NH:17]4)=[CH:21][CH:22]=3)[CH:7]=2)[CH:13]=1. (6) Given the reactants [F:1][C:2]1[CH:3]=[C:4]([CH2:9][C@H:10]([NH:14][C:15](=[O:21])[O:16][C:17]([CH3:20])([CH3:19])[CH3:18])[C@H:11]2[CH2:13][O:12]2)[CH:5]=[C:6]([F:8])[CH:7]=1.[I:22][C:23]1[CH:24]=[C:25]([CH:28]=[CH:29][CH:30]=1)[CH2:26][NH2:27].FC1C=C(C[C@H](NC(=O)OCC2C=CC=CC=2)[C@H]2CO2)C=C(F)C=1, predict the reaction product. The product is: [F:1][C:2]1[CH:3]=[C:4]([CH:5]=[C:6]([F:8])[CH:7]=1)[CH2:9][C@H:10]([NH:14][C:15](=[O:21])[O:16][C:17]([CH3:20])([CH3:19])[CH3:18])[C@H:11]([OH:12])[CH2:13][NH:27][CH2:26][C:25]1[CH:28]=[CH:29][CH:30]=[C:23]([I:22])[CH:24]=1. (7) Given the reactants [NH:1]1[CH2:6][CH2:5][S:4][CH2:3][CH2:2]1.C(N(CC)CC)C.C(OC([O-])=O)([O:16][C:17]([O:19][C:20]([CH3:23])([CH3:22])[CH3:21])=O)=O, predict the reaction product. The product is: [N:1]1([C:17]([O:19][C:20]([CH3:23])([CH3:22])[CH3:21])=[O:16])[CH2:6][CH2:5][S:4][CH2:3][CH2:2]1. (8) Given the reactants [Cl:1][C:2]1[CH:3]=[CH:4][C:5]([C:11]([F:14])([F:13])[F:12])=[C:6]([CH:10]=1)[C:7](Cl)=[O:8].[CH3:15][CH:16]([CH3:34])[CH2:17][CH2:18][NH:19][C:20]([C:22]1[N:23]=[N:24][C:25]([N:28]2[CH2:33][CH2:32][NH:31][CH2:30][CH2:29]2)=[CH:26][CH:27]=1)=[O:21], predict the reaction product. The product is: [CH3:15][CH:16]([CH3:34])[CH2:17][CH2:18][NH:19][C:20]([C:22]1[N:23]=[N:24][C:25]([N:28]2[CH2:33][CH2:32][N:31]([C:7](=[O:8])[C:6]3[CH:10]=[C:2]([Cl:1])[CH:3]=[CH:4][C:5]=3[C:11]([F:14])([F:13])[F:12])[CH2:30][CH2:29]2)=[CH:26][CH:27]=1)=[O:21].